Task: Predict which catalyst facilitates the given reaction.. Dataset: Catalyst prediction with 721,799 reactions and 888 catalyst types from USPTO (1) Reactant: Cl.[O:2]1[C:6]2[CH:7]=[CH:8][CH:9]=[CH:10][C:5]=2[CH:4]=[C:3]1[CH:11]1[CH2:14][NH:13][CH2:12]1.Cl.[CH3:16][N:17]1[CH2:22][CH2:21][C:20]2([CH2:31][C:30]3[C:25](=[N:26][CH:27]=[C:28](/[CH:32]=[CH:33]/[C:34](O)=[O:35])[CH:29]=3)[NH:24][C:23]2=[O:37])[CH2:19][CH2:18]1.CCN=C=NCCCN(C)C.Cl.C1C=NC2N(O)N=NC=2C=1.CCN(C(C)C)C(C)C. Product: [O:2]1[C:6]2[CH:7]=[CH:8][CH:9]=[CH:10][C:5]=2[CH:4]=[C:3]1[CH:11]1[CH2:12][N:13]([C:34](=[O:35])/[CH:33]=[CH:32]/[C:28]2[CH:29]=[C:30]3[C:25](=[N:26][CH:27]=2)[NH:24][C:23](=[O:37])[C:20]2([CH2:21][CH2:22][N:17]([CH3:16])[CH2:18][CH2:19]2)[CH2:31]3)[CH2:14]1. The catalyst class is: 3. (2) Reactant: C[O:2][C:3](=[O:23])[C:4]1[CH:16]=[C:15]([C:17]2[N:18]([CH3:22])[CH:19]=[CH:20][N:21]=2)[CH:14]=[C:6]([C:7]([N:9]([CH3:13])[CH2:10][CH2:11][CH3:12])=[O:8])[CH:5]=1.[OH-].[Li+].[OH-].[Na+]. Product: [CH3:13][N:9]([CH2:10][CH2:11][CH3:12])[C:7](=[O:8])[C:6]1[CH:5]=[C:4]([CH:16]=[C:15]([C:17]2[N:18]([CH3:22])[CH:19]=[CH:20][N:21]=2)[CH:14]=1)[C:3]([OH:23])=[O:2]. The catalyst class is: 5.